Dataset: Reaction yield outcomes from USPTO patents with 853,638 reactions. Task: Predict the reaction yield, written as a fraction of the theoretical maximum amount of product (1.0 means a 100% yield; for example, 0.34 means a 34% yield). (1) The reactants are [Cl:1][C:2]1[O:6][C:5]([C:7]([OH:9])=O)=[CH:4][C:3]=1[C:10]1[N:14]([CH3:15])[N:13]=[CH:12][C:11]=1[Cl:16].[NH2:17][C@@H:18]([CH2:31][C:32]1[CH:37]=[CH:36][C:35]([F:38])=[CH:34][C:33]=1F)[CH2:19][N:20]1[C:28](=[O:29])[C:27]2[C:22](=[CH:23][CH:24]=[CH:25][CH:26]=2)[C:21]1=[O:30].C(N(CC)C(C)C)(C)C.[F:49][P-](F)(F)(F)(F)F.Br[P+](N1CCCC1)(N1CCCC1)N1CCCC1. The catalyst is C(Cl)Cl. The product is [Cl:1][C:2]1[O:6][C:5]([C:7]([NH:17][C@H:18]([CH2:19][N:20]2[C:28](=[O:29])[C:27]3[C:22](=[CH:23][CH:24]=[CH:25][CH:26]=3)[C:21]2=[O:30])[CH2:31][C:32]2[CH:37]=[CH:36][C:35]([F:38])=[C:34]([F:49])[CH:33]=2)=[O:9])=[CH:4][C:3]=1[C:10]1[N:14]([CH3:15])[N:13]=[CH:12][C:11]=1[Cl:16]. The yield is 0.710. (2) The reactants are C([O:4][CH2:5][C:6]1[C:7]([N:27]2[N:36]=[CH:35][C:34]3[C:29](=[C:30]([F:41])[CH:31]=[C:32]([C:37]([CH3:40])([CH3:39])[CH3:38])[CH:33]=3)[C:28]2=[O:42])=[N:8][CH:9]=[CH:10][C:11]=1[C:12]1[CH:17]=[C:16]([NH:18][C:19]2[CH:24]=[N:23][CH:22]=[CH:21][N:20]=2)[C:15](=[O:25])[N:14]([CH3:26])[CH:13]=1)(=O)C.O.[OH-].[Li+]. The catalyst is C1COCC1.C(O)(C)C.O. The product is [C:37]([C:32]1[CH:33]=[C:34]2[C:29](=[C:30]([F:41])[CH:31]=1)[C:28](=[O:42])[N:27]([C:7]1[C:6]([CH2:5][OH:4])=[C:11]([C:12]3[CH:17]=[C:16]([NH:18][C:19]4[CH:24]=[N:23][CH:22]=[CH:21][N:20]=4)[C:15](=[O:25])[N:14]([CH3:26])[CH:13]=3)[CH:10]=[CH:9][N:8]=1)[N:36]=[CH:35]2)([CH3:40])([CH3:38])[CH3:39]. The yield is 0.450. (3) The reactants are [C:1]1([S:7]([CH3:9])=O)[CH:6]=[CH:5][CH:4]=[CH:3][CH:2]=1.FC(F)(F)C(OC(=O)C(F)(F)F)=O.[NH:23]1[C:31]2[C:26](=[CH:27][CH:28]=[CH:29][CH:30]=2)C=[CH:24]1.C(N(CC)CC)C. The catalyst is C(Cl)Cl.O. The product is [C:1]1([S:7][C:9]2[C:26]3[C:31](=[CH:30][CH:29]=[CH:28][CH:27]=3)[NH:23][CH:24]=2)[CH:6]=[CH:5][CH:4]=[CH:3][CH:2]=1. The yield is 0.880.